Task: Predict which catalyst facilitates the given reaction.. Dataset: Catalyst prediction with 721,799 reactions and 888 catalyst types from USPTO (1) Reactant: [CH:1]1([O:6][CH2:7][C:8]2[C:12]([CH2:13][OH:14])=[C:11]([CH:15]([CH3:17])[CH3:16])[O:10][N:9]=2)[CH2:5][CH2:4][CH2:3][CH2:2]1.O[C:19]1[CH:24]=[CH:23][C:22]([C:25]2[CH:26]=[C:27]3[C:32](=[CH:33][CH:34]=2)[N:31]=[C:30]([C:35]([O:37][CH3:38])=[O:36])[CH:29]=[CH:28]3)=[CH:21][CH:20]=1.C1(P(C2C=CC=CC=2)C2C=CC=CC=2)C=CC=CC=1.N(C(OC(C)C)=O)=NC(OC(C)C)=O. Product: [CH:1]1([O:6][CH2:7][C:8]2[C:12]([CH2:13][O:14][C:19]3[CH:20]=[CH:21][C:22]([C:25]4[CH:26]=[C:27]5[C:32](=[CH:33][CH:34]=4)[N:31]=[C:30]([C:35]([O:37][CH3:38])=[O:36])[CH:29]=[CH:28]5)=[CH:23][CH:24]=3)=[C:11]([CH:15]([CH3:17])[CH3:16])[O:10][N:9]=2)[CH2:2][CH2:3][CH2:4][CH2:5]1. The catalyst class is: 4. (2) Reactant: [F:1][C:2]1[CH:3]=[N:4][N:5]([CH3:18])[C:6]=1[C:7]1[CH:12]=[C:11]([N+:13]([O-])=O)[CH:10]=[CH:9][C:8]=1[O:16][CH3:17].[OH-].[Na+].CCOC(C)=O. Product: [F:1][C:2]1[CH:3]=[N:4][N:5]([CH3:18])[C:6]=1[C:7]1[CH:12]=[C:11]([NH2:13])[CH:10]=[CH:9][C:8]=1[O:16][CH3:17]. The catalyst class is: 14. (3) Reactant: [OH:1][C:2]1[C:11]2[C:6](=[CH:7][CH:8]=[CH:9][CH:10]=2)[C:5]([CH3:13])([CH3:12])[C:4](=[O:14])[C:3]=1[C:15]([NH:17][CH2:18][C:19]([O:21]C(C)(C)C)=[O:20])=[O:16]. Product: [OH:1][C:2]1[C:11]2[C:6](=[CH:7][CH:8]=[CH:9][CH:10]=2)[C:5]([CH3:13])([CH3:12])[C:4](=[O:14])[C:3]=1[C:15]([NH:17][CH2:18][C:19]([OH:21])=[O:20])=[O:16]. The catalyst class is: 67. (4) Reactant: [Br:1][C:2]1[CH:10]=[C:9]2[C:5]([C:6]([CH3:34])=[CH:7][N:8]2[S:11]([C:14]2[CH:15]=[CH:16][C:17]([O:32][CH3:33])=[C:18]([N:20]3[CH2:25][CH2:24][N:23](C(=O)C(Cl)(Cl)Cl)[CH2:22][CH2:21]3)[CH:19]=2)(=[O:13])=[O:12])=[CH:4][CH:3]=1.[OH-].[K+]. Product: [Br:1][C:2]1[CH:10]=[C:9]2[C:5]([C:6]([CH3:34])=[CH:7][N:8]2[S:11]([C:14]2[CH:15]=[CH:16][C:17]([O:32][CH3:33])=[C:18]([N:20]3[CH2:21][CH2:22][NH:23][CH2:24][CH2:25]3)[CH:19]=2)(=[O:13])=[O:12])=[CH:4][CH:3]=1. The catalyst class is: 1. (5) Reactant: [NH:1]1[C:5]([C:6]2[CH:7]=[C:8]([CH:11]=[CH:12][CH:13]=2)[CH:9]=O)=[N:4][N:3]=[N:2]1.[C:14]([O:18][C:19]([CH3:22])([CH3:21])[CH3:20])(=[O:17])[NH:15][NH2:16]. Product: [C:19]([O:18][C:14]([NH:15][N:16]=[CH:9][C:8]1[CH:11]=[CH:12][CH:13]=[C:6]([C:5]2[NH:4][N:3]=[N:2][N:1]=2)[CH:7]=1)=[O:17])([CH3:22])([CH3:21])[CH3:20]. The catalyst class is: 1. (6) Reactant: [C@]12(CS(O)(=O)=O)C(C)(C)C(CC1)CC2=O.[NH2:16][C:17]1[CH:45]=[CH:44][C:20]([O:21][C:22]2[N:27]=[CH:26][N:25]=[C:24]([NH:28][C:29](=[O:43])[N:30]([CH:32]3[CH2:37][CH2:36][N:35]([CH2:38][CH2:39][N:40]([CH3:42])[CH3:41])[CH2:34][CH2:33]3)[CH3:31])[CH:23]=2)=[C:19]([F:46])[CH:18]=1.[F:47][C:48]1[CH:53]=[CH:52][C:51]([CH2:54][C:55]([N:57]=[C:58]=[S:59])=[O:56])=[CH:50][CH:49]=1. Product: [CH3:41][N:40]([CH3:42])[CH2:39][CH2:38][N:35]1[CH2:36][CH2:37][CH:32]([N:30]([CH3:31])[C:29]([NH:28][C:24]2[CH:23]=[C:22]([O:21][C:20]3[CH:44]=[CH:45][C:17]([NH:16][C:58]([NH:57][C:55](=[O:56])[CH2:54][C:51]4[CH:52]=[CH:53][C:48]([F:47])=[CH:49][CH:50]=4)=[S:59])=[CH:18][C:19]=3[F:46])[N:27]=[CH:26][N:25]=2)=[O:43])[CH2:33][CH2:34]1. The catalyst class is: 8. (7) Reactant: B(Br)(Br)Br.[CH2:5]([N:7]([CH2:35][CH3:36])[C:8]1[CH:34]=[CH:33][C:11]([CH:12]=[N:13][N:14](CC2C=CC(C)=CC=2)[C:15](=[O:24])[C:16]2[CH:21]=[CH:20][C:19]([O:22]C)=[CH:18][CH:17]=2)=[CH:10][CH:9]=1)[CH3:6].CO. Product: [CH2:35]([N:7]([CH2:5][CH3:6])[C:8]1[CH:9]=[CH:10][C:11]([CH:12]=[N:13][NH:14][C:15](=[O:24])[C:16]2[CH:21]=[CH:20][C:19]([OH:22])=[CH:18][CH:17]=2)=[CH:33][CH:34]=1)[CH3:36]. The catalyst class is: 2. (8) Reactant: [CH2:1]([O:3][C:4](=[O:13])[C:5](=O)[C:6]1[CH:11]=[CH:10][N:9]=[CH:8][CH:7]=1)[CH3:2].[O:14]1[C:18]([C:19]2[CH:24]=[CH:23][C:22]([NH:25][NH2:26])=[CH:21][CH:20]=2)=[CH:17][N:16]=[CH:15]1. Product: [CH2:1]([O:3][C:4](=[O:13])[CH2:5][C:6]1[CH:11]=[CH:10][NH:9][C:8](=[N:26][NH:25][C:22]2[CH:21]=[CH:20][C:19]([C:18]3[O:14][CH:15]=[N:16][CH:17]=3)=[CH:24][CH:23]=2)[CH:7]=1)[CH3:2]. The catalyst class is: 15.